This data is from Retrosynthesis with 50K atom-mapped reactions and 10 reaction types from USPTO. The task is: Predict the reactants needed to synthesize the given product. (1) Given the product Nc1ccc(Nc2cccc(N)n2)nc1, predict the reactants needed to synthesize it. The reactants are: Nc1cccc(Nc2ccc([N+](=O)[O-])cn2)n1. (2) The reactants are: O[C@H]1CC2CCC1N(Cc1ccccc1)C2. Given the product O=C1CC2CCC1N(Cc1ccccc1)C2, predict the reactants needed to synthesize it.